This data is from Reaction yield outcomes from USPTO patents with 853,638 reactions. The task is: Predict the reaction yield, written as a fraction of the theoretical maximum amount of product (1.0 means a 100% yield; for example, 0.34 means a 34% yield). (1) The reactants are Cl[C:2]1[C:7]([F:8])=[C:6](Cl)[N:5]=[C:4]([CH3:10])[N:3]=1.[NH:11]1[CH2:15][CH:14]=[CH:13][CH2:12]1.CCN(C(C)C)C(C)C.[Cl-].[NH2:26][NH2:27]. The catalyst is CS(C)=O.CO. The product is [N:11]1([C:2]2[C:7]([F:8])=[C:6]([NH:26][NH2:27])[N:5]=[C:4]([CH3:10])[N:3]=2)[CH2:15][CH:14]=[CH:13][CH2:12]1. The yield is 0.680. (2) The reactants are I.[C:2]([O:6][CH2:7][CH2:8][N:9]([CH3:14])[CH:10](SC)[CH3:11])([CH3:5])([CH3:4])[CH3:3].Cl.C(OCCN)(C)(C)C.[NH2:24][C:25]1[CH:33]=[C:32]2[C:28]([CH2:29][C@@H:30]([OH:49])[C@@H:31]2[NH:34][C:35]([C:37]2[CH:42]=[CH:41][C:40]([C:43]3[CH:48]=[CH:47][CH:46]=[CH:45][CH:44]=3)=[CH:39][CH:38]=2)=[O:36])=[CH:27][CH:26]=1. The catalyst is N1C=CC=CC=1. The product is [C:2]([O:6][CH2:7][CH2:8][N:9]([CH3:14])[C:10](=[N:24][C:25]1[CH:33]=[C:32]2[C:28]([CH2:29][C@@H:30]([OH:49])[C@@H:31]2[NH:34][C:35]([C:37]2[CH:42]=[CH:41][C:40]([C:43]3[CH:44]=[CH:45][CH:46]=[CH:47][CH:48]=3)=[CH:39][CH:38]=2)=[O:36])=[CH:27][CH:26]=1)[CH3:11])([CH3:5])([CH3:4])[CH3:3]. The yield is 0.220. (3) The reactants are [NH2:1][C:2]1[CH:7]=[CH:6][CH:5]=[C:4]([Br:8])[C:3]=1[OH:9].C(=O)(O)[O-].[Na+].Cl[CH2:16][C:17](Cl)=[O:18]. The catalyst is C(#N)C.O.CCOC(C)=O. The product is [Br:8][C:4]1[C:3]2[O:9][CH2:16][C:17](=[O:18])[NH:1][C:2]=2[CH:7]=[CH:6][CH:5]=1. The yield is 0.940. (4) The reactants are Cl[C:2]1[CH:7]=[C:6](Cl)[N:5]=[CH:4][N:3]=1.[CH:9]1([NH2:15])[CH2:14][CH2:13][CH2:12][CH2:11][CH2:10]1.[CH3:16][CH2:17][N:18](C(C)C)C(C)C.CC([OH:28])C. The yield is 0.630. The product is [CH:9]1([NH:15][C:6]2[N:5]=[CH:4][N:3]=[C:2]([NH:18][CH2:17][CH2:16][OH:28])[CH:7]=2)[CH2:14][CH2:13][CH2:12][CH2:11][CH2:10]1. No catalyst specified. (5) The reactants are Br[C:2]1[C:3]2[C:8]([C:9]([C:16]3[CH:21]=[CH:20][CH:19]=[CH:18][CH:17]=3)=[C:10]3[C:15]=1[CH:14]=[CH:13][CH:12]=[CH:11]3)=[CH:7][CH:6]=[CH:5][CH:4]=2.C([Li])CCC.[B:27](OCC)([O:31]CC)[O:28]CC.Cl. The catalyst is C1COCC1.CCCCCC. The product is [C:16]1([C:9]2[C:8]3[C:3](=[CH:4][CH:5]=[CH:6][CH:7]=3)[C:2]([B:27]([OH:31])[OH:28])=[C:15]3[C:10]=2[CH:11]=[CH:12][CH:13]=[CH:14]3)[CH:21]=[CH:20][CH:19]=[CH:18][CH:17]=1. The yield is 0.752.